From a dataset of Full USPTO retrosynthesis dataset with 1.9M reactions from patents (1976-2016). Predict the reactants needed to synthesize the given product. (1) Given the product [C:13]([C:18]1[CH:17]=[CH:16][C:15]([C:13]2[CH:12]=[CH:11][N:10]([CH2:26][C:27]#[N:28])[C:9](=[O:8])[CH:14]=2)=[CH:20][CH:19]=1)([CH3:15])([CH3:14])[CH3:12], predict the reactants needed to synthesize it. The reactants are: C([O:8][C:9]1[CH:14]=[C:13]([C:15]2[CH:20]=[CH:19][CH:18]=[CH:17][C:16]=2C(C)(C)C)[CH:12]=[CH:11][N:10]=1)C1C=CC=CC=1.Br[CH2:26][C:27]#[N:28]. (2) Given the product [CH2:26]([N:28]1[CH2:33][CH2:32][N:31]([C:19]([C:18]2[CH:22]=[CH:23][C:15]([N:12]3[C:13]([OH:14])=[C:9]([C:6]4[CH:7]=[CH:8][C:3]([C:1]#[N:2])=[C:4]([F:25])[C:5]=4[CH3:24])[CH:10]=[N:11]3)=[N:16][CH:17]=2)=[O:21])[C@H:30]([CH3:34])[CH2:29]1)[CH3:27], predict the reactants needed to synthesize it. The reactants are: [C:1]([C:3]1[CH:8]=[CH:7][C:6]([C:9]2[CH:10]=[N:11][N:12]([C:15]3[CH:23]=[CH:22][C:18]([C:19]([OH:21])=O)=[CH:17][N:16]=3)[C:13]=2[OH:14])=[C:5]([CH3:24])[C:4]=1[F:25])#[N:2].[CH2:26]([N:28]1[CH2:33][CH2:32][NH:31][C@H:30]([CH3:34])[CH2:29]1)[CH3:27].C(C1C=CC(C2C=NN(C3C=CC(C(O)=O)=CN=3)C=2O)=C(C)C=1)#N.